This data is from Catalyst prediction with 721,799 reactions and 888 catalyst types from USPTO. The task is: Predict which catalyst facilitates the given reaction. (1) Reactant: [CH3:1][O:2][C:3]1[CH:8]=[CH:7][CH:6]=[CH:5][C:4]=1[C:9]1[NH:14][C:13]2[CH2:15][CH2:16][CH2:17][CH2:18][CH2:19][CH2:20][C:12]=2[C:11](=[O:21])[N:10]=1.[H-].[Li+].[Br-].[Li+].Br[CH2:27][CH2:28][C:29]1[CH:34]=[CH:33][CH:32]=[CH:31][CH:30]=1. Product: [CH3:1][O:2][C:3]1[CH:8]=[CH:7][CH:6]=[CH:5][C:4]=1[C:9]1[N:10]([CH2:27][CH2:28][C:29]2[CH:34]=[CH:33][CH:32]=[CH:31][CH:30]=2)[C:11](=[O:21])[C:12]2[CH2:20][CH2:19][CH2:18][CH2:17][CH2:16][CH2:15][C:13]=2[N:14]=1. The catalyst class is: 3. (2) Reactant: [Cl:1][C:2]1[CH:3]=[C:4]2[C:8](=[CH:9][CH:10]=1)[NH:7][CH:6]=[C:5]2[CH2:11]N(C)C.[C-:15]#[N:16].[K+]. Product: [Cl:1][C:2]1[CH:3]=[C:4]2[C:8](=[CH:9][CH:10]=1)[NH:7][CH:6]=[C:5]2[CH2:11][C:15]#[N:16]. The catalyst class is: 35. (3) Reactant: C(=O)([O-])[O-].[Cs+].[Cs+].[N:7]1[CH:12]=[CH:11][CH:10]=[CH:9][C:8]=1[CH2:13][CH2:14][NH2:15].I[C:17]1[CH:18]=[C:19]([CH3:24])[C:20]([CH3:23])=[CH:21][CH:22]=1.C(C1CCCCC1=O)(=O)C. Product: [CH3:24][C:19]1[CH:18]=[C:17]([NH:15][CH2:14][CH2:13][C:8]2[CH:9]=[CH:10][CH:11]=[CH:12][N:7]=2)[CH:22]=[CH:21][C:20]=1[CH3:23]. The catalyst class is: 580. (4) Reactant: O=C1C2C(=CC=CC=2)C(=O)[N:3]1[C:12]1[CH:17]=[CH:16][C:15]([N:18]2[CH2:23][CH2:22][N:21]([C:24]([O:26][C:27]([CH3:30])([CH3:29])[CH3:28])=[O:25])[CH2:20][CH2:19]2)=[CH:14][C:13]=1[N+:31]([O-:33])=[O:32].NN.CCOC(C)=O.O. Product: [NH2:3][C:12]1[CH:17]=[CH:16][C:15]([N:18]2[CH2:19][CH2:20][N:21]([C:24]([O:26][C:27]([CH3:30])([CH3:28])[CH3:29])=[O:25])[CH2:22][CH2:23]2)=[CH:14][C:13]=1[N+:31]([O-:33])=[O:32]. The catalyst class is: 1.